From a dataset of Forward reaction prediction with 1.9M reactions from USPTO patents (1976-2016). Predict the product of the given reaction. (1) Given the reactants [CH3:1][O:2][C:3]1[CH:8]=[CH:7][C:6](B(O)O)=[CH:5][C:4]=1[CH3:12].Br[C:14]1[CH:19]=[CH:18][CH:17]=[CH:16][N:15]=1.C(=O)([O-])[O-].[K+].[K+].O1CCOCC1, predict the reaction product. The product is: [CH3:1][O:2][C:3]1[CH:8]=[CH:7][C:6]([C:14]2[CH:19]=[CH:18][CH:17]=[CH:16][N:15]=2)=[CH:5][C:4]=1[CH3:12]. (2) Given the reactants [Br:1][C:2]1[N:3]=[C:4]([CH2:21][CH3:22])[C:5]([NH:10][C@@H:11]2[C:19]3[C:14](=[CH:15][CH:16]=[CH:17][CH:18]=3)[CH2:13][C@@H:12]2[OH:20])=[N:6][C:7]=1[CH2:8]C.[CH:23]1(C2C(N[C@@H]3C4C(=CC=CC=4)C[C@@H]3O)=NC(C)=CN=2)CC1, predict the reaction product. The product is: [Br:1][C:2]1[N:3]=[C:4]([CH:21]2[CH2:22][CH2:23]2)[C:5]([NH:10][C@@H:11]2[C:19]3[C:14](=[CH:15][CH:16]=[CH:17][CH:18]=3)[CH2:13][C@@H:12]2[OH:20])=[N:6][C:7]=1[CH3:8]. (3) Given the reactants [NH2:1][CH:2]1[C:8](=[O:9])[N:7]([CH3:10])[C:6]2[CH:11]=[CH:12][CH:13]=[CH:14][C:5]=2[C:4]2[CH:15]=[CH:16][CH:17]=[CH:18][C:3]1=2.[CH3:19][CH:20]([C:24]([NH:26][CH2:27][C:28]1[CH:33]=[CH:32][C:31]([CH3:34])=[CH:30][CH:29]=1)=[O:25])[C:21](O)=[O:22], predict the reaction product. The product is: [CH3:19][CH:20]([C:21]([NH:1][CH:2]1[C:8](=[O:9])[N:7]([CH3:10])[C:6]2[CH:11]=[CH:12][CH:13]=[CH:14][C:5]=2[C:4]2[CH:15]=[CH:16][CH:17]=[CH:18][C:3]1=2)=[O:22])[C:24]([NH:26][CH2:27][C:28]1[CH:29]=[CH:30][C:31]([CH3:34])=[CH:32][CH:33]=1)=[O:25]. (4) Given the reactants [F:1][C:2]1[CH:7]=[CH:6][C:5]([N:8]2[C:12]([CH3:13])=[C:11]([C:14]([OH:16])=[O:15])[N:10]=[N:9]2)=[CH:4][CH:3]=1.OS(O)(=O)=O.O.[CH3:23]O, predict the reaction product. The product is: [F:1][C:2]1[CH:7]=[CH:6][C:5]([N:8]2[C:12]([CH3:13])=[C:11]([C:14]([O:16][CH3:23])=[O:15])[N:10]=[N:9]2)=[CH:4][CH:3]=1. (5) Given the reactants [C:1]([O:5][C:6]([N:8]1[C@@H:16]2[C@@H:11]([CH2:12][CH2:13][CH2:14][CH2:15]2)[CH2:10][C@H:9]1[C:17]([OH:19])=O)=[O:7])([CH3:4])([CH3:3])[CH3:2].[CH3:20][S:21]([NH2:24])(=[O:23])=[O:22].C(Cl)CCl, predict the reaction product. The product is: [C:1]([O:5][C:6]([N:8]1[C@@H:16]2[C@@H:11]([CH2:12][CH2:13][CH2:14][CH2:15]2)[CH2:10][C@H:9]1[C:17]([NH:24][S:21]([CH3:20])(=[O:23])=[O:22])=[O:19])=[O:7])([CH3:4])([CH3:3])[CH3:2]. (6) Given the reactants [F:1][C:2]1[CH:34]=[CH:33][C:5]([CH2:6][N:7]2[C:16](=[O:17])[C:15]([C:18]3[NH:23][C:22]4[S:24][CH:25]=[C:26]([CH2:27]O)[C:21]=4[S:20](=[O:30])(=[O:29])[N:19]=3)=[C:14]([OH:31])[C@H:13]3[C@@H:8]2[C@H:9]2[CH2:32][C@@H:12]3[CH2:11][CH2:10]2)=[CH:4][CH:3]=1.N12CCCN=C1CCCCC2.C1(P([N:60]=[N+:61]=[N-:62])(C2C=CC=CC=2)=O)C=CC=CC=1, predict the reaction product. The product is: [N:60]([CH2:27][C:26]1[C:21]2[S:20](=[O:29])(=[O:30])[N:19]=[C:18]([C:15]3[C:16](=[O:17])[N:7]([CH2:6][C:5]4[CH:33]=[CH:34][C:2]([F:1])=[CH:3][CH:4]=4)[CH:8]4[CH:13]([C:14]=3[OH:31])[CH:12]3[CH2:32][CH:9]4[CH2:10][CH2:11]3)[NH:23][C:22]=2[S:24][CH:25]=1)=[N+:61]=[N-:62].[N:60]([CH2:27][C:26]1[C:21]2[S:20](=[O:29])(=[O:30])[N:19]=[C:18]([C:15]3[C:16](=[O:17])[N:7]([CH2:6][C:5]4[CH:33]=[CH:34][C:2]([F:1])=[CH:3][CH:4]=4)[C@@H:8]4[C@H:13]([C:14]=3[OH:31])[C@@H:12]3[CH2:32][C@H:9]4[CH2:10][CH2:11]3)[NH:23][C:22]=2[S:24][CH:25]=1)=[N+:61]=[N-:62]. (7) Given the reactants Br[C:2]1[CH:3]=[CH:4][C:5]2[N:6]([C:15]3[CH:20]=[CH:19][CH:18]=[CH:17][CH:16]=3)[C:7]3[C:12]([C:13]=2[CH:14]=1)=[CH:11][CH:10]=[CH:9][CH:8]=3.C([Li])CCC.C(O[B:30]1[O:34][C:33]([CH3:36])([CH3:35])[C:32]([CH3:38])([CH3:37])[O:31]1)(C)C.O, predict the reaction product. The product is: [C:5]1([N:6]2[C:15]3[CH:20]=[CH:19][C:18]([B:30]4[O:34][C:33]([CH3:36])([CH3:35])[C:32]([CH3:38])([CH3:37])[O:31]4)=[CH:17][C:16]=3[C:12]3[C:7]2=[CH:8][CH:9]=[CH:10][CH:11]=3)[CH:4]=[CH:3][CH:2]=[CH:14][CH:13]=1. (8) Given the reactants [CH3:1][C:2]1[N:6]([CH2:7][C:8]2[CH:13]=[CH:12][N:11]=[C:10]([N:14]3[CH2:19][CH2:18][NH:17][CH2:16][CH2:15]3)[CH:9]=2)[N:5]=[C:4]([C:20]2[O:24][N:23]=[C:22]([C:25]3[CH:30]=[CH:29][C:28]([O:31][C:32]([F:35])([F:34])[F:33])=[CH:27][CH:26]=3)[N:21]=2)[CH:3]=1.[C:36]1(=O)[CH2:39][CH2:38][CH2:37]1.[BH4-].[Na+].C(=O)(O)[O-], predict the reaction product. The product is: [CH:36]1([N:17]2[CH2:16][CH2:15][N:14]([C:10]3[CH:9]=[C:8]([CH2:7][N:6]4[C:2]([CH3:1])=[CH:3][C:4]([C:20]5[O:24][N:23]=[C:22]([C:25]6[CH:26]=[CH:27][C:28]([O:31][C:32]([F:33])([F:35])[F:34])=[CH:29][CH:30]=6)[N:21]=5)=[N:5]4)[CH:13]=[CH:12][N:11]=3)[CH2:19][CH2:18]2)[CH2:39][CH2:38][CH2:37]1. (9) Given the reactants Br[C:2]1[CH:7]=[CH:6][C:5]([C:8]2[C:19](=[O:20])[N:18]([CH2:21][C@@H:22]3[O:27][CH2:26][CH2:25][N:24]([C:28]([O:30][C:31]([CH3:34])([CH3:33])[CH3:32])=[O:29])[CH2:23]3)[C:11]3[N:12]=[C:13]([S:16][CH3:17])[N:14]=[CH:15][C:10]=3[CH:9]=2)=[C:4]([Cl:35])[CH:3]=1.B1(B2OC(C)(C)C(C)(C)O2)OC(C)(C)C(C)(C)O1.CC([O-])=O.[K+].O1CCBO1.Br[C:65]1[S:66][CH:67]=[C:68]([CH3:70])[N:69]=1, predict the reaction product. The product is: [Cl:35][C:4]1[CH:3]=[C:2]([C:65]2[S:66][CH:67]=[C:68]([CH3:70])[N:69]=2)[CH:7]=[CH:6][C:5]=1[C:8]1[C:19](=[O:20])[N:18]([CH2:21][C@@H:22]2[O:27][CH2:26][CH2:25][N:24]([C:28]([O:30][C:31]([CH3:34])([CH3:33])[CH3:32])=[O:29])[CH2:23]2)[C:11]2[N:12]=[C:13]([S:16][CH3:17])[N:14]=[CH:15][C:10]=2[CH:9]=1. (10) Given the reactants [Cl:1][C:2]1[CH:7]=[C:6]([Cl:8])[CH:5]=[CH:4][C:3]=1[C@H:9]([N:11]1[C:15]2[CH:16]=[C:17]([C:20]3[CH2:21][CH2:22][NH:23][CH2:24][CH:25]=3)[CH:18]=[CH:19][C:14]=2[N:13]=[CH:12]1)[CH3:10].C(OC([N:33]1[CH2:38][CH2:37][CH2:36][CH2:35][C@@H:34]1[C:39](O)=[O:40])=O)(C)(C)C.F[P-](F)(F)(F)(F)F.C[N+](C)=C(N(C)C)ON1C2N=CC=CC=2N=N1.C(N(C(C)C)CC)(C)C, predict the reaction product. The product is: [Cl:1][C:2]1[CH:7]=[C:6]([Cl:8])[CH:5]=[CH:4][C:3]=1[C@H:9]([N:11]1[C:15]2[CH:16]=[C:17]([C:20]3[CH2:21][CH2:22][N:23]([C:39]([C@H:34]4[CH2:35][CH2:36][CH2:37][CH2:38][NH:33]4)=[O:40])[CH2:24][CH:25]=3)[CH:18]=[CH:19][C:14]=2[N:13]=[CH:12]1)[CH3:10].